From a dataset of Catalyst prediction with 721,799 reactions and 888 catalyst types from USPTO. Predict which catalyst facilitates the given reaction. (1) Reactant: [C:1]1(=O)[CH2:4][CH2:3][CH2:2]1.[N:6]1([C:13]([O:15][C:16]([CH3:19])([CH3:18])[CH3:17])=[O:14])[CH2:12][CH2:11][CH2:10][NH:9][CH2:8][CH2:7]1.C(O[BH-](OC(=O)C)OC(=O)C)(=O)C.[Na+]. Product: [CH:1]1([N:9]2[CH2:10][CH2:11][CH2:12][N:6]([C:13]([O:15][C:16]([CH3:19])([CH3:18])[CH3:17])=[O:14])[CH2:7][CH2:8]2)[CH2:4][CH2:3][CH2:2]1. The catalyst class is: 2. (2) Reactant: [Cl:1][C:2]1[C:10]([O:11][CH2:12][CH2:13][N:14]2[CH:18]=[N:17][N:16]=[N:15]2)=[C:9]([Cl:19])[CH:8]=[CH:7][C:3]=1[C:4](O)=[O:5].S(Cl)([Cl:22])=O. Product: [Cl:1][C:2]1[C:10]([O:11][CH2:12][CH2:13][N:14]2[CH:18]=[N:17][N:16]=[N:15]2)=[C:9]([Cl:19])[CH:8]=[CH:7][C:3]=1[C:4]([Cl:22])=[O:5]. The catalyst class is: 825. (3) Reactant: NN.[NH2:3][C:4]1[C:13]2[N:14]=[C:15]([CH2:22][O:23][N:24]3C(=O)C4C(=CC=CC=4)C3=O)[N:16]([CH2:17][C:18]([OH:21])([CH3:20])[CH3:19])[C:12]=2[C:11]2[CH:10]=[CH:9][CH:8]=[CH:7][C:6]=2[N:5]=1. The catalyst class is: 8. Product: [NH2:3][C:4]1[C:13]2[N:14]=[C:15]([CH2:22][O:23][NH2:24])[N:16]([CH2:17][C:18]([CH3:20])([OH:21])[CH3:19])[C:12]=2[C:11]2[CH:10]=[CH:9][CH:8]=[CH:7][C:6]=2[N:5]=1.